Dataset: Full USPTO retrosynthesis dataset with 1.9M reactions from patents (1976-2016). Task: Predict the reactants needed to synthesize the given product. (1) Given the product [S:19]1[C:23]([C:13]2[CH:18]=[CH:17][N:16]=[CH:15][CH:14]=2)=[CH:22][N:21]=[CH:20]1, predict the reactants needed to synthesize it. The reactants are: C(OCC)C.C(=O)(O)[O-].[Na+].Cl.Br[C:13]1[CH:18]=[CH:17][N:16]=[CH:15][CH:14]=1.[S:19]1[C:23]([Sn](C)(C)C)=[CH:22][N:21]=[CH:20]1. (2) Given the product [F:11][C:12]([C:14]([F:17])([F:16])[F:15])=[CH2:13].[CH2:1]=[CH:2][CH2:3][CH2:4][CH2:5][CH2:6][CH2:7][CH2:8][CH2:9][CH3:10], predict the reactants needed to synthesize it. The reactants are: [CH2:1]=[CH:2][CH2:3][CH2:4][CH2:5][CH2:6][CH2:7][CH2:8][CH2:9][CH3:10].[F:11][C:12]([C:14]([F:17])([F:16])[F:15])=[CH2:13]. (3) Given the product [F:1][C:2]1[CH:7]=[C:6]([I:8])[CH:5]=[CH:4][C:3]=1[NH:9][C:10]1[N:11]([CH3:22])[C:12](=[O:21])[C:13]([CH3:20])=[CH:14][C:15]=1[C:16]([OH:18])=[O:17], predict the reactants needed to synthesize it. The reactants are: [F:1][C:2]1[CH:7]=[C:6]([I:8])[CH:5]=[CH:4][C:3]=1[NH:9][C:10]1[N:11]([CH3:22])[C:12](=[O:21])[C:13]([CH3:20])=[CH:14][C:15]=1[C:16]([O:18]C)=[O:17].C1COCC1.[Li+].[OH-]. (4) Given the product [CH2:6]([N:5]([CH3:4])[C:8]1[CH:9]=[CH:10][C:11]([C:14]2[S:16][C:21]3[CH:22]([OH:23])[CH2:17][CH2:18][CH2:19][C:20]=3[N:15]=2)=[CH:12][CH:13]=1)[CH3:7], predict the reactants needed to synthesize it. The reactants are: CN1[CH2:7][CH2:6][N:5]([C:8]2[CH:13]=[CH:12][C:11]([C:14](=[S:16])[NH2:15])=[CH:10][CH:9]=2)[CH2:4]C1.[CH:17]12[O:23][CH:22]1[CH2:21][CH2:20][CH2:19][C:18]2=O. (5) Given the product [CH2:1]([O:15][C:16]1[CH:17]=[CH:18][C:19]([CH2:22][CH:23]([OH:29])[C:24]([O:26][CH2:27][CH3:28])=[O:25])=[CH:20][CH:21]=1)[C:2]1[CH:7]=[CH:6][CH:5]=[CH:4][CH:3]=1, predict the reactants needed to synthesize it. The reactants are: [CH2:1](Br)[C:2]1[CH:7]=[CH:6][CH:5]=[CH:4][CH:3]=1.C(=O)([O-])[O-].[K+].[K+].[OH:15][C:16]1[CH:21]=[CH:20][C:19]([CH2:22][CH:23]([OH:29])[C:24]([O:26][CH2:27][CH3:28])=[O:25])=[CH:18][CH:17]=1. (6) Given the product [NH:22]1[C:30]2[C:25](=[C:26]([N:31]3[CH2:36][CH2:35][N:34]([CH2:2][C:3]4[CH:12]=[CH:11][C:10]5[C:5](=[CH:6][CH:7]=[CH:8][CH:9]=5)[N:4]=4)[CH2:33][CH2:32]3)[CH:27]=[CH:28][CH:29]=2)[CH:24]=[CH:23]1, predict the reactants needed to synthesize it. The reactants are: Cl[CH2:2][C:3]1[CH:12]=[CH:11][C:10]2[C:5](=[CH:6][CH:7]=[CH:8][CH:9]=2)[N:4]=1.CCN(C(C)C)C(C)C.[NH:22]1[C:30]2[C:25](=[C:26]([N:31]3[CH2:36][CH2:35][NH:34][CH2:33][CH2:32]3)[CH:27]=[CH:28][CH:29]=2)[CH:24]=[CH:23]1. (7) Given the product [CH3:21][O:22][C:23](=[O:30])[CH2:24][CH2:25][CH2:26][CH2:27][CH2:28][N:6]1[C:7]2[CH:8]=[CH:9][CH:10]=[CH:11][C:12]=2[C:4]2[CH2:3][N:2]([CH3:1])[CH2:14][CH2:13][C:5]1=2, predict the reactants needed to synthesize it. The reactants are: [CH3:1][N:2]1[CH2:14][CH2:13][C:5]2[NH:6][C:7]3[CH:8]=[CH:9][CH:10]=[CH:11][C:12]=3[C:4]=2[CH2:3]1.CC(C)([O-])C.[K+].[CH3:21][O:22][C:23](=[O:30])[CH2:24][CH2:25][CH2:26][CH2:27][CH2:28]Br.